This data is from Merck oncology drug combination screen with 23,052 pairs across 39 cell lines. The task is: Regression. Given two drug SMILES strings and cell line genomic features, predict the synergy score measuring deviation from expected non-interaction effect. Drug 1: O=P1(N(CCCl)CCCl)NCCCO1. Drug 2: CS(=O)(=O)CCNCc1ccc(-c2ccc3ncnc(Nc4ccc(OCc5cccc(F)c5)c(Cl)c4)c3c2)o1. Cell line: ES2. Synergy scores: synergy=-5.34.